Dataset: Reaction yield outcomes from USPTO patents with 853,638 reactions. Task: Predict the reaction yield, written as a fraction of the theoretical maximum amount of product (1.0 means a 100% yield; for example, 0.34 means a 34% yield). (1) The reactants are [CH3:1][C@H:2]1[C@@H:7]2[CH2:8][CH2:9][C:10]([CH3:12])=[CH:11][C@@H:6]2[C@H:5]([C:13]([C:15](O)=[O:16])=[CH2:14])[CH2:4][CH2:3]1.[H-].[H-].[H-].[H-].[Li+].[Al+3]. The catalyst is C1COCC1. The product is [CH3:1][C@H:2]1[C@@H:7]2[CH2:8][CH2:9][C:10]([CH3:12])=[CH:11][C@@H:6]2[C@H:5]([C:13]([CH2:15][OH:16])=[CH2:14])[CH2:4][CH2:3]1. The yield is 0.650. (2) The reactants are [Na].[CH2:2]([O:4][C:5](=[O:23])[C:6]([O:9][C:10]1[CH:15]=[C:14]([O:16][CH3:17])[C:13]([O:18]C(=O)C)=[CH:12][C:11]=1[CH3:22])([CH3:8])[CH3:7])C. The catalyst is CO. The product is [CH3:2][O:4][C:5](=[O:23])[C:6]([O:9][C:10]1[CH:15]=[C:14]([O:16][CH3:17])[C:13]([OH:18])=[CH:12][C:11]=1[CH3:22])([CH3:8])[CH3:7]. The yield is 0.760. (3) The reactants are [OH:1][C:2]1[CH:9]=[C:8]([OH:10])[CH:7]=[CH:6][C:3]=1[CH:4]=[O:5].C(=O)([O-])O.[Na+].[I-].[K+].[CH2:18](Cl)[C:19]1[CH:24]=[CH:23][CH:22]=[CH:21][CH:20]=1.Cl. The catalyst is C(#N)C. The product is [CH2:18]([O:10][C:8]1[CH:7]=[CH:6][C:3]([CH:4]=[O:5])=[C:2]([OH:1])[CH:9]=1)[C:19]1[CH:24]=[CH:23][CH:22]=[CH:21][CH:20]=1. The yield is 0.560. (4) The yield is 0.500. The product is [CH3:14][O:15][C:27]1[N:26]=[CH:25][N:24]=[C:23]([NH:20][C:21]2[O:13][C@:5]3([CH2:4][N:3]=2)[CH:10]2[CH2:9][CH2:8][N:7]([CH2:12][CH2:11]2)[CH2:6]3)[CH:28]=1. The catalyst is CN(C)C=O. The reactants are Cl.Cl.[NH2:3][CH2:4][C@@:5]1([OH:13])[CH:10]2[CH2:11][CH2:12][N:7]([CH2:8][CH2:9]2)[CH2:6]1.[C:14]([O-])([O-])=[O:15].[Cs+].[Cs+].[N:20]([C:23]1[CH:28]=[C:27](C2C=CC=C(OC)C=2)[N:26]=[CH:25][N:24]=1)=[C:21]=S.C(N=C=NC(C)C)(C)C. (5) The reactants are [Cl:1][C:2]1[CH:14]=[CH:13][C:5]2[CH2:6][CH:7]([CH:9](C)[C:10]#[N:11])[O:8][C:4]=2[C:3]=1[C:15]1[CH:20]=[CH:19][CH:18]=[CH:17][C:16]=1[Cl:21].B.O1CCCC1. The catalyst is O1CCCC1. The product is [Cl:1][C:2]1[CH:14]=[CH:13][C:5]2[CH2:6][CH:7]([CH2:9][CH2:10][NH2:11])[O:8][C:4]=2[C:3]=1[C:15]1[CH:20]=[CH:19][CH:18]=[CH:17][C:16]=1[Cl:21]. The yield is 0.190. (6) The reactants are [CH:1]([N:14]1[C:22]2[C:17](=[CH:18][C:19]([Cl:23])=[CH:20][CH:21]=2)[C:16]([CH2:24][CH:25]=O)=[C:15]1[CH2:27][CH2:28][O:29][Si:30]([C:43]([CH3:46])([CH3:45])[CH3:44])([C:37]1[CH:42]=[CH:41][CH:40]=[CH:39][CH:38]=1)[C:31]1[CH:36]=[CH:35][CH:34]=[CH:33][CH:32]=1)([C:8]1[CH:13]=[CH:12][CH:11]=[CH:10][CH:9]=1)[C:2]1[CH:7]=[CH:6][CH:5]=[CH:4][CH:3]=1.[CH3:47][O:48][C:49](=[O:58])[C:50]1[CH:55]=[CH:54][C:53]([NH:56][CH3:57])=[CH:52][CH:51]=1. No catalyst specified. The product is [CH3:47][O:48][C:49](=[O:58])[C:50]1[CH:55]=[CH:54][C:53]([N:56]([CH2:25][CH2:24][C:16]2[C:17]3[C:22](=[CH:21][CH:20]=[C:19]([Cl:23])[CH:18]=3)[N:14]([CH:1]([C:2]3[CH:7]=[CH:6][CH:5]=[CH:4][CH:3]=3)[C:8]3[CH:9]=[CH:10][CH:11]=[CH:12][CH:13]=3)[C:15]=2[CH2:27][CH2:28][O:29][Si:30]([C:43]([CH3:44])([CH3:46])[CH3:45])([C:31]2[CH:36]=[CH:35][CH:34]=[CH:33][CH:32]=2)[C:37]2[CH:38]=[CH:39][CH:40]=[CH:41][CH:42]=2)[CH3:57])=[CH:52][CH:51]=1. The yield is 0.730. (7) The reactants are [C:1](=[O:6])([O:3][CH2:4][CH3:5])[NH2:2].B(F)(F)F.CCOCC.[CH3:16][C:17]([CH3:31])=[CH:18][CH2:19][N:20]1[C:28](=[O:29])[C:27]2[C:22](=[CH:23][CH:24]=[CH:25][CH:26]=2)[C:21]1=[O:30]. The catalyst is C1(C)C=CC=CC=1. The product is [CH2:4]([O:3][C:1](=[O:6])[NH:2][C:17]([CH3:31])([CH3:16])[CH2:18][CH2:19][N:20]1[C:28](=[O:29])[C:27]2[C:22](=[CH:23][CH:24]=[CH:25][CH:26]=2)[C:21]1=[O:30])[CH3:5]. The yield is 0.310. (8) The reactants are [C:1]([OH:8])(=[O:7])/[CH:2]=[CH:3]/[CH:4]=[CH:5]/[CH3:6].[CH3:9][Si](Cl)(C)C. The catalyst is CO.C(Cl)Cl. The product is [CH3:9][O:7][C:1](=[O:8])[CH:2]=[CH:3][CH:4]=[CH:5][CH3:6]. The yield is 0.990.